This data is from Reaction yield outcomes from USPTO patents with 853,638 reactions. The task is: Predict the reaction yield, written as a fraction of the theoretical maximum amount of product (1.0 means a 100% yield; for example, 0.34 means a 34% yield). (1) The reactants are C([O:8][C:9]1[CH:15]=[C:14]([O:16][C:17]2[CH:18]=[N:19][C:20]([S:23]([CH3:26])(=[O:25])=[O:24])=[CH:21][CH:22]=2)[CH:13]=[CH:12][C:10]=1[NH2:11])C1C=CC=CC=1. The catalyst is O1CCCC1.CO.[Pd]. The product is [NH2:11][C:10]1[CH:12]=[CH:13][C:14]([O:16][C:17]2[CH:18]=[N:19][C:20]([S:23]([CH3:26])(=[O:25])=[O:24])=[CH:21][CH:22]=2)=[CH:15][C:9]=1[OH:8]. The yield is 0.880. (2) The reactants are [N:1]1[C:10]2[C:5](=[CH:6][CH:7]=[CH:8][CH:9]=2)[C:4]([CH:11]([NH2:13])[CH3:12])=[CH:3][CH:2]=1.[CH3:14][O:15][C:16]1[C:21]([C:22]2[CH:27]=[CH:26][C:25]([O:28][CH3:29])=[CH:24][CH:23]=2)=[CH:20][C:19]([CH:30]=O)=[CH:18][CH:17]=1.C(O)(=O)C.C([BH3-])#N.[Na+]. The catalyst is CO. The product is [CH3:14][O:15][C:16]1[C:21]([C:22]2[CH:27]=[CH:26][C:25]([O:28][CH3:29])=[CH:24][CH:23]=2)=[CH:20][C:19]([CH2:30][NH:13][CH:11]([C:4]2[C:5]3[C:10](=[CH:9][CH:8]=[CH:7][CH:6]=3)[N:1]=[CH:2][CH:3]=2)[CH3:12])=[CH:18][CH:17]=1. The yield is 0.720. (3) The reactants are [CH3:1][C:2]([CH3:28])([CH3:27])[CH2:3][NH:4][C:5]([C:7]1[CH:12]=[CH:11][C:10]([C:13]2[C:18]([CH3:19])=[CH:17][CH:16]=[C:15]([C:20]([OH:22])=O)[CH:14]=2)=[C:9]([C:23]([O:25][CH3:26])=[O:24])[CH:8]=1)=[O:6].C(Cl)CCl.C1C=CC2N(O)N=NC=2C=1.CCN(CC)CC.[NH2:50][CH2:51][CH2:52][OH:53]. The catalyst is C(Cl)Cl. The product is [CH3:27][C:2]([CH3:1])([CH3:28])[CH2:3][NH:4][C:5]([C:7]1[CH:8]=[C:9]([C:23]([O:25][CH3:26])=[O:24])[C:10]([C:13]2[CH:14]=[C:15]([C:20]([NH:50][CH2:51][CH2:52][OH:53])=[O:22])[CH:16]=[CH:17][C:18]=2[CH3:19])=[CH:11][CH:12]=1)=[O:6]. The yield is 0.350. (4) The catalyst is C(Cl)Cl.CN(C1C=CN=CC=1)C. The product is [I:1][C:2]1[CH:3]=[CH:4][C:5]2[N:6]([CH:8]=[C:9]([NH:11][C:20](=[O:21])[CH3:19])[N:10]=2)[CH:7]=1. The yield is 0.830. The reactants are [I:1][C:2]1[CH:3]=[CH:4][C:5]2[N:6]([CH:8]=[C:9]([NH2:11])[N:10]=2)[CH:7]=1.CCN(CC)CC.[CH3:19][C:20](OC(C)=O)=[O:21]. (5) The reactants are [NH2:1][C:2]1[N:3]=[C:4]2[CH:9]=[CH:8][C:7]([O:10][C:11]3[CH:12]=[C:13]([NH:17][C:18](=[O:29])[C:19]4[CH:24]=[CH:23][CH:22]=[C:21]([C:25]([F:28])([F:27])[F:26])[CH:20]=4)[CH:14]=[CH:15][CH:16]=3)=[N:6][N:5]2[CH:30]=1.[H-].[Na+].[Cl:33][C:34]1[N:39]=[C:38](Cl)[CH:37]=[CH:36][N:35]=1.C(OCC)(=O)C. The catalyst is O1CCCC1. The product is [Cl:33][C:34]1[N:39]=[C:38]([NH:1][C:2]2[N:3]=[C:4]3[CH:9]=[CH:8][C:7]([O:10][C:11]4[CH:12]=[C:13]([NH:17][C:18](=[O:29])[C:19]5[CH:24]=[CH:23][CH:22]=[C:21]([C:25]([F:28])([F:27])[F:26])[CH:20]=5)[CH:14]=[CH:15][CH:16]=4)=[N:6][N:5]3[CH:30]=2)[CH:37]=[CH:36][N:35]=1. The yield is 0.210. (6) The reactants are [Br:1][C:2]1[C:12]([N:13]([CH2:17][CH2:18]Cl)[CH2:14][CH2:15]Cl)=[C:11]([CH3:20])[C:5]2[CH2:6][C:7]([CH3:10])([CH3:9])[O:8][C:4]=2[C:3]=1[CH3:21].[CH3:22][O:23][C:24]1[CH:30]=[CH:29][C:27]([NH2:28])=[CH:26][CH:25]=1. No catalyst specified. The product is [Br:1][C:2]1[C:12]([N:13]2[CH2:17][CH2:18][N:28]([C:27]3[CH:29]=[CH:30][C:24]([O:23][CH3:22])=[CH:25][CH:26]=3)[CH2:15][CH2:14]2)=[C:11]([CH3:20])[C:5]2[CH2:6][C:7]([CH3:10])([CH3:9])[O:8][C:4]=2[C:3]=1[CH3:21]. The yield is 0.250.